From a dataset of Full USPTO retrosynthesis dataset with 1.9M reactions from patents (1976-2016). Predict the reactants needed to synthesize the given product. Given the product [C:1]([O:4][C@@H:5]1[CH2:9][C@H:8]([C:10]2[N:14]3[C:15]4[CH:21]=[CH:20][N:19]([S:22]([C:25]5[CH:31]=[CH:30][C:28]([CH3:29])=[CH:27][CH:26]=5)(=[O:24])=[O:23])[C:16]=4[N:17]=[CH:18][C:13]3=[C:12]([C:44]3[CH:49]=[CH:48][C:47]([OH:50])=[CH:46][CH:45]=3)[N:11]=2)[N:7]([C:33](=[O:35])[CH3:34])[CH2:6]1)(=[O:3])[CH3:2], predict the reactants needed to synthesize it. The reactants are: [C:1]([O:4][C@@H:5]1[CH2:9][C@H:8]([C:10]2[N:14]3[C:15]4[CH:21]=[CH:20][N:19]([S:22]([C:25]5[CH:31]=[CH:30][C:28]([CH3:29])=[CH:27][CH:26]=5)(=[O:24])=[O:23])[C:16]=4[N:17]=[CH:18][C:13]3=[C:12](Br)[N:11]=2)[N:7]([C:33](=[O:35])[CH3:34])[CH2:6]1)(=[O:3])[CH3:2].CC1(C)C(C)(C)OB([C:44]2[CH:49]=[CH:48][C:47]([OH:50])=[CH:46][CH:45]=2)O1.C([O-])([O-])=O.[Na+].[Na+].